From a dataset of Full USPTO retrosynthesis dataset with 1.9M reactions from patents (1976-2016). Predict the reactants needed to synthesize the given product. (1) Given the product [CH2:18]([C@@H:16]1[NH:17][CH2:3][C@H:2]([C:6]2[CH:11]=[CH:10][C:9]([CH3:12])=[CH:8][CH:7]=2)[NH:1][C:15]1=[O:14])[CH:19]([CH3:21])[CH3:20], predict the reactants needed to synthesize it. The reactants are: [NH2:1][CH:2]([C:6]1[CH:11]=[CH:10][C:9]([CH3:12])=[CH:8][CH:7]=1)[C:3](O)=O.C[O:14][C:15](=O)[C@H:16]([CH2:18][CH:19]([CH3:21])[CH3:20])[NH2:17].C([C@@H]1NC[C@H](CC(C)C)NC1=O)C(C)C. (2) The reactants are: [F:1][C:2]1[CH:7]=[CH:6][C:5]([F:8])=[CH:4][C:3]=1[C:9]1[C:10]([C:19]([O:21][CH3:22])=[O:20])=[CH:11][C:12]([C:15]([O:17]C)=[O:16])=[CH:13][CH:14]=1.[OH-].[K+].Cl. Given the product [F:1][C:2]1[CH:7]=[CH:6][C:5]([F:8])=[CH:4][C:3]=1[C:9]1[CH:14]=[CH:13][C:12]([C:15]([OH:17])=[O:16])=[CH:11][C:10]=1[C:19]([O:21][CH3:22])=[O:20], predict the reactants needed to synthesize it. (3) Given the product [CH3:18][C:19]1[C:20]2[N:21]([CH:9]=[C:8]([CH:1]3[CH2:3][CH:2]3[C:4]3[N:25]=[C:20]4[C:19]([CH3:18])=[CH:24][CH:23]=[CH:22][N:21]4[CH:5]=3)[N:25]=2)[CH:22]=[CH:23][CH:24]=1, predict the reactants needed to synthesize it. The reactants are: [CH:1]1([C:8](=O)[CH2:9]Cl)[CH2:3][CH:2]1[C:4](=O)[CH2:5]Cl.C([O-])([O-])=O.[Na+].[Na+].[CH3:18][C:19]1[C:20]([NH2:25])=[N:21][CH:22]=[CH:23][CH:24]=1. (4) Given the product [CH2:1]([NH2:22])[CH2:2][O:3][CH2:4][CH2:5][O:6][CH2:7][CH2:8][O:9][CH2:10][CH2:11][O:12][CH2:13][C:14]#[CH:15], predict the reactants needed to synthesize it. The reactants are: [CH2:1](O)[CH2:2][O:3][CH2:4][CH2:5][O:6][CH2:7][CH2:8][O:9][CH2:10][CH2:11][O:12][CH2:13][C:14]#[CH:15].C(O)C.CO.[NH3:22]. (5) The reactants are: [NH2:1][C:2]1[CH:3]=[C:4]2[C:8](=[CH:9][CH:10]=1)[NH:7][CH:6]=[C:5]2[CH:11]1[CH2:15][CH2:14][CH:13]([N:16]([CH2:24][CH3:25])[C:17](=[O:23])[O:18][C:19]([CH3:22])([CH3:21])[CH3:20])[CH2:12]1.I.[S:27]1[CH:31]=[CH:30][CH:29]=[C:28]1[C:32](SC)=[NH:33]. Given the product [CH2:24]([N:16]([CH:13]1[CH2:14][CH2:15][CH:11]([C:5]2[C:4]3[C:8](=[CH:9][CH:10]=[C:2]([NH:1][C:32]([C:28]4[S:27][CH:31]=[CH:30][CH:29]=4)=[NH:33])[CH:3]=3)[NH:7][CH:6]=2)[CH2:12]1)[C:17](=[O:23])[O:18][C:19]([CH3:20])([CH3:21])[CH3:22])[CH3:25], predict the reactants needed to synthesize it. (6) Given the product [CH3:30][O:29][C:22](=[O:28])[CH2:23][C:24]1[C:11]([C:13]2[O:14][C:15]3[CH:21]=[CH:20][CH:19]=[CH:18][C:16]=3[CH:17]=2)=[C:3]2[C:4]3[CH2:10][CH2:9][CH2:8][CH2:7][C:5]=3[S:6][C:2]2=[N:1][C:25]=1[CH3:27], predict the reactants needed to synthesize it. The reactants are: [NH2:1][C:2]1[S:6][C:5]2[CH2:7][CH2:8][CH2:9][CH2:10][C:4]=2[C:3]=1[C:11]([C:13]1[O:14][C:15]2[CH:21]=[CH:20][CH:19]=[CH:18][C:16]=2[CH:17]=1)=O.[C:22]([O:29][CH3:30])(=[O:28])[CH2:23][CH2:24][C:25]([CH3:27])=O.Cl[Si](C)(C)C. (7) Given the product [C:1]1([N:7]2[C:11]([B:17]([OH:22])[OH:18])=[CH:10][CH:9]=[N:8]2)[CH:2]=[CH:3][CH:4]=[CH:5][CH:6]=1, predict the reactants needed to synthesize it. The reactants are: [C:1]1([N:7]2[CH:11]=[CH:10][CH:9]=[N:8]2)[CH:6]=[CH:5][CH:4]=[CH:3][CH:2]=1.[Li]CCCC.[B:17](OC(C)C)([O:22]C(C)C)[O:18]C(C)C.Cl.